This data is from NCI-60 drug combinations with 297,098 pairs across 59 cell lines. The task is: Regression. Given two drug SMILES strings and cell line genomic features, predict the synergy score measuring deviation from expected non-interaction effect. Drug 1: CC(CN1CC(=O)NC(=O)C1)N2CC(=O)NC(=O)C2. Drug 2: CN(CC1=CN=C2C(=N1)C(=NC(=N2)N)N)C3=CC=C(C=C3)C(=O)NC(CCC(=O)O)C(=O)O. Cell line: MDA-MB-231. Synergy scores: CSS=12.2, Synergy_ZIP=3.39, Synergy_Bliss=7.63, Synergy_Loewe=1.61, Synergy_HSA=1.24.